From a dataset of Forward reaction prediction with 1.9M reactions from USPTO patents (1976-2016). Predict the product of the given reaction. Given the reactants C([O:4][CH2:5][C:6]1[C:11]([N:12]2[CH2:24][CH2:23][N:15]3[C:16]4[CH2:17][CH2:18][CH2:19][CH2:20][C:21]=4[CH:22]=[C:14]3[C:13]2=[O:25])=[CH:10][C:9]([F:26])=[CH:8][C:7]=1[C:27]1[N:28]=[C:29]([NH:36][C:37]2[CH:42]=[CH:41][C:40]([N:43]3[CH2:48][CH2:47][N:46]([CH3:49])[CH2:45][CH2:44]3)=[CH:39][N:38]=2)[C:30]2[N:31]([CH:33]=[CH:34][N:35]=2)[CH:32]=1)(=O)C.[Li+].[OH-], predict the reaction product. The product is: [F:26][C:9]1[CH:8]=[C:7]([C:27]2[N:28]=[C:29]([NH:36][C:37]3[CH:42]=[CH:41][C:40]([N:43]4[CH2:44][CH2:45][N:46]([CH3:49])[CH2:47][CH2:48]4)=[CH:39][N:38]=3)[C:30]3[N:31]([CH:33]=[CH:34][N:35]=3)[CH:32]=2)[C:6]([CH2:5][OH:4])=[C:11]([N:12]2[CH2:24][CH2:23][N:15]3[C:16]4[CH2:17][CH2:18][CH2:19][CH2:20][C:21]=4[CH:22]=[C:14]3[C:13]2=[O:25])[CH:10]=1.